Task: Regression. Given a peptide amino acid sequence and an MHC pseudo amino acid sequence, predict their binding affinity value. This is MHC class II binding data.. Dataset: Peptide-MHC class II binding affinity with 134,281 pairs from IEDB (1) The peptide sequence is GAMVATNFFGINTIP. The MHC is DRB4_0101 with pseudo-sequence DRB4_0103. The binding affinity (normalized) is 0.397. (2) The peptide sequence is FSNVYLFAKDKSGPL. The MHC is HLA-DPA10301-DPB10402 with pseudo-sequence HLA-DPA10301-DPB10402. The binding affinity (normalized) is 0.174. (3) The peptide sequence is GVLKNEFMSLAFDYW. The MHC is DRB4_0101 with pseudo-sequence DRB4_0103. The binding affinity (normalized) is 0.945. (4) The peptide sequence is GAQLGELYYAIYKAS. The MHC is HLA-DQA10101-DQB10501 with pseudo-sequence HLA-DQA10101-DQB10501. The binding affinity (normalized) is 0.492. (5) The peptide sequence is DTFRKLFDVYSNFLR. The MHC is DRB1_0701 with pseudo-sequence DRB1_0701. The binding affinity (normalized) is 0.366.